From a dataset of Full USPTO retrosynthesis dataset with 1.9M reactions from patents (1976-2016). Predict the reactants needed to synthesize the given product. (1) Given the product [F:19][C:18]([F:21])([F:20])[C:15]1[CH:16]=[CH:17][C:12]([O:11][C:8]2[CH:9]=[CH:10][C:5]([O:4][C:2](=[O:3])[N:30]([C:26]3[CH:27]=[CH:28][CH:29]=[C:24]([O:23][CH3:22])[N:25]=3)[CH3:31])=[CH:6][CH:7]=2)=[N:13][CH:14]=1, predict the reactants needed to synthesize it. The reactants are: Cl[C:2]([O:4][C:5]1[CH:10]=[CH:9][C:8]([O:11][C:12]2[CH:17]=[CH:16][C:15]([C:18]([F:21])([F:20])[F:19])=[CH:14][N:13]=2)=[CH:7][CH:6]=1)=[O:3].[CH3:22][O:23][C:24]1[CH:29]=[CH:28][CH:27]=[C:26]([NH:30][CH3:31])[N:25]=1. (2) Given the product [CH:1]1([C:9]([CH:29]2[CH2:30][CH2:31]2)([OH:26])[CH2:10][N:11]([CH2:12][C:13]2[CH:14]=[CH:15][CH:16]=[CH:17][CH:18]=2)[CH2:19][C:20]2[CH:21]=[CH:22][CH:23]=[CH:24][CH:25]=2)[CH2:3][CH2:2]1, predict the reactants needed to synthesize it. The reactants are: [CH:1]1([Mg]Cl)[CH2:3][CH2:2]1.C(O[C:9](=[O:26])[CH2:10][N:11]([CH2:19][C:20]1[CH:25]=[CH:24][CH:23]=[CH:22][CH:21]=1)[CH2:12][C:13]1[CH:18]=[CH:17][CH:16]=[CH:15][CH:14]=1)C.O1[CH2:31][CH2:30][CH2:29]C1. (3) Given the product [F:27][C:6]1[CH:7]=[C:8]([C:10]2[CH:15]=[C:14]([N:16]3[CH2:21][CH2:20][O:19][CH2:18][C@H:17]3[CH:22]([CH3:24])[CH3:23])[N:13]=[C:12]([NH:25][CH3:26])[N:11]=2)[CH:9]=[C:2]([O:41][CH3:40])[C:3]=1[C:4]#[N:5], predict the reactants needed to synthesize it. The reactants are: F[C:2]1[CH:9]=[C:8]([C:10]2[CH:15]=[C:14]([N:16]3[CH2:21][CH2:20][O:19][CH2:18][C@H:17]3[CH:22]([CH3:24])[CH3:23])[N:13]=[C:12]([NH:25][CH3:26])[N:11]=2)[CH:7]=[C:6]([F:27])[C:3]=1[C:4]#[N:5].C1(C)C=CC=CC=1.[H-].[Na+].CN([CH:40]=[O:41])C. (4) Given the product [C:1]([CH:9]([CH2:13][CH3:14])[C:10]([O:12][CH2:23][CH2:22][CH2:21][CH2:20][CH2:19][CH2:18][CH2:17][CH2:16][Br:15])=[O:11])(=[O:8])[C:2]1[CH:7]=[CH:6][CH:5]=[CH:4][CH:3]=1, predict the reactants needed to synthesize it. The reactants are: [C:1]([CH:9]([CH2:13][CH3:14])[C:10]([OH:12])=[O:11])(=[O:8])[C:2]1[CH:7]=[CH:6][CH:5]=[CH:4][CH:3]=1.[Br:15][CH2:16][CH2:17][CH2:18][CH2:19][CH2:20][CH2:21][CH2:22][CH2:23]Br.C(=O)([O-])[O-].[K+].[K+]. (5) Given the product [F:20][C:16]1[N:15]=[C:14]([N:9]2[C@@H:8]([C@@H:6]([OH:5])[CH3:7])[CH2:12][O:11][C:10]2=[O:13])[CH:19]=[CH:18][N:17]=1, predict the reactants needed to synthesize it. The reactants are: C([O:5][C@H:6]([C@H:8]1[CH2:12][O:11][C:10](=[O:13])[N:9]1[C:14]1[CH:19]=[CH:18][N:17]=[C:16]([F:20])[N:15]=1)[CH3:7])(C)(C)C.C(O)(C(F)(F)F)=O. (6) Given the product [CH:33]1([N:30]2[CH2:29][CH2:28][CH:27]([S:24]([CH2:23][C:3]3[N:4]=[C:5]([C:7]4[CH:8]=[CH:9][C:10]([C:11]([NH:13][CH2:14][C:15]5[CH:16]=[N:17][CH:18]=[CH:19][CH:20]=5)=[O:12])=[CH:21][CH:22]=4)[O:6][C:2]=3[CH3:1])(=[O:25])=[O:26])[CH2:32][CH2:31]2)[CH2:38][CH2:37][CH2:36][CH2:35][CH2:34]1, predict the reactants needed to synthesize it. The reactants are: [CH3:1][C:2]1[O:6][C:5]([C:7]2[CH:22]=[CH:21][C:10]([C:11]([NH:13][CH2:14][C:15]3[CH:16]=[N:17][CH:18]=[CH:19][CH:20]=3)=[O:12])=[CH:9][CH:8]=2)=[N:4][C:3]=1[CH2:23][S:24]([CH:27]1[CH2:32][CH2:31][NH:30][CH2:29][CH2:28]1)(=[O:26])=[O:25].[C:33]1(=O)[CH2:38][CH2:37][CH2:36][CH2:35][CH2:34]1.C(O)(=O)C.C(O[BH-](OC(=O)C)OC(=O)C)(=O)C.[Na+]. (7) The reactants are: [CH:1]1([O:4][C:5]2[CH:6]=[C:7]([C:15]3[N:32]([CH2:33][O:34][CH2:35][CH2:36][Si:37]([CH3:40])([CH3:39])[CH3:38])[C:18]4[CH:19]=[N:20][N:21]([CH2:24][O:25][CH2:26][CH2:27][Si:28]([CH3:31])([CH3:30])[CH3:29])[C:22](=[O:23])[C:17]=4[C:16]=3[CH:41]=[CH:42][CH:43]3[CH2:45][CH2:44]3)[CH:8]=[CH:9][C:10]=2[O:11][CH:12]([F:14])[F:13])[CH2:3][CH2:2]1.C1(OC2C=C(C3N(COCC[Si](C)(C)C)C4C=NN(COCC[Si](C)(C)C)C(=O)C=4C=3C=CCCC)C=CC=2OC(F)F)CC1. Given the product [CH:1]1([O:4][C:5]2[CH:6]=[C:7]([C:15]3[N:32]([CH2:33][O:34][CH2:35][CH2:36][Si:37]([CH3:40])([CH3:39])[CH3:38])[C:18]4[CH:19]=[N:20][N:21]([CH2:24][O:25][CH2:26][CH2:27][Si:28]([CH3:29])([CH3:30])[CH3:31])[C:22](=[O:23])[C:17]=4[C:16]=3[CH2:41][CH2:42][CH:43]3[CH2:45][CH2:44]3)[CH:8]=[CH:9][C:10]=2[O:11][CH:12]([F:13])[F:14])[CH2:2][CH2:3]1, predict the reactants needed to synthesize it. (8) The reactants are: [N:1]1([S:6]([CH2:9][C:10](=[O:12])[CH3:11])(=[O:8])=[O:7])[CH2:5][CH2:4][CH2:3][CH2:2]1.[Cl:13][C:14]1[CH:15]=[C:16]([CH:19]=[CH:20][C:21]=1[Cl:22])[CH:17]=O. Given the product [Cl:13][C:14]1[CH:15]=[C:16]([CH:17]=[C:9]([S:6]([N:1]2[CH2:2][CH2:3][CH2:4][CH2:5]2)(=[O:7])=[O:8])[C:10](=[O:12])[CH3:11])[CH:19]=[CH:20][C:21]=1[Cl:22], predict the reactants needed to synthesize it. (9) The reactants are: Br[C:2]1[CH:7]=[CH:6][C:5]([N+:8]([O-:10])=[O:9])=[C:4]([O:11][CH:12]([F:14])[F:13])[CH:3]=1.[CH3:15][N:16]1[CH:20]=[C:19](B2OC(C)(C)C(C)(C)O2)[CH:18]=[N:17]1.C(Cl)Cl.C([O-])([O-])=O.[Na+].[Na+]. Given the product [F:13][CH:12]([F:14])[O:11][C:4]1[CH:3]=[C:2]([C:19]2[CH:18]=[N:17][N:16]([CH3:15])[CH:20]=2)[CH:7]=[CH:6][C:5]=1[N+:8]([O-:10])=[O:9], predict the reactants needed to synthesize it. (10) Given the product [NH2:24][CH2:25][CH:26]1[CH2:31][CH2:30][CH2:29][CH:28]([CH2:32][NH:33][C:2]2[C:11]3[C:6](=[CH:7][CH:8]=[CH:9][CH:10]=3)[N:5]=[C:4]([CH:12]=[CH:13][C:14]3[C:23]4[C:18](=[CH:19][CH:20]=[CH:21][CH:22]=4)[CH:17]=[CH:16][CH:15]=3)[N:3]=2)[CH2:27]1, predict the reactants needed to synthesize it. The reactants are: Cl[CH:2]1[C:11]2[C:6](=[CH:7][CH:8]=[CH:9][CH:10]=2)[N:5]=[C:4]([CH:12]=[CH:13][C:14]2[C:23]3[C:18](=[CH:19][CH:20]=[CH:21][CH:22]=3)[CH:17]=[CH:16][CH:15]=2)[NH:3]1.[NH2:24][CH2:25][CH:26]1[CH2:31][CH2:30][CH2:29][CH:28]([CH2:32][NH2:33])[CH2:27]1.